Dataset: Full USPTO retrosynthesis dataset with 1.9M reactions from patents (1976-2016). Task: Predict the reactants needed to synthesize the given product. (1) Given the product [C:22]([C:21]1[CH:20]=[CH:19][C:18]([NH:17][CH:5]([C:6]2[CH:11]=[C:10]([O:12][CH3:13])[CH:9]=[C:8]([O:14][CH3:15])[C:7]=2[F:16])[C:3]([NH2:4])=[S:2])=[CH:25][CH:24]=1)#[N:23], predict the reactants needed to synthesize it. The reactants are: [NH4+]=[S:2].[C:3]([CH:5]([NH:17][C:18]1[CH:25]=[CH:24][C:21]([C:22]#[N:23])=[CH:20][CH:19]=1)[C:6]1[CH:11]=[C:10]([O:12][CH3:13])[CH:9]=[C:8]([O:14][CH3:15])[C:7]=1[F:16])#[N:4].C1COCC1.C(OCC)(=O)C. (2) Given the product [F:35][C:32]1[CH:31]=[CH:30][C:29]([S:26]([OH:28])(=[O:25])=[O:27])=[CH:34][CH:33]=1, predict the reactants needed to synthesize it. The reactants are: FC(F)(F)C(O)=O.C(OC(N(CC1C=CC(OC)=C(Cl)C=1)C1NC2C=C([O:25][S:26]([C:29]3[CH:34]=[CH:33][C:32]([F:35])=[CH:31][CH:30]=3)(=[O:28])=[O:27])C=CC=2N=1)=O)(C)(C)C.C(=O)(O)[O-].[Na+].O. (3) Given the product [Cl:43][C:44]1[CH:45]=[C:46]([N:50]2[C:54]3[C:55](=[O:66])[N:56]([C:59]4[CH:60]=[CH:61][C:62]([I:65])=[CH:63][CH:64]=4)[CH2:57][CH2:58][C:53]=3[C:52]([S:73]([CH3:76])(=[O:75])=[O:74])=[N:51]2)[CH:47]=[CH:48][CH:49]=1, predict the reactants needed to synthesize it. The reactants are: ClC1C=C(NN=C(Cl)S(C)(=O)=O)C=CC=1.IC1C=CC(N2CCC=C(N3CCOCC3)C2=O)=CC=1.C(N(CC)CC)C.[Cl:43][C:44]1[CH:45]=[C:46]([N:50]2[C:54]3(N4CCOCC4)[C:55](=[O:66])[N:56]([C:59]4[CH:64]=[CH:63][C:62]([I:65])=[CH:61][CH:60]=4)[CH2:57][CH2:58][CH:53]3[C:52]([S:73]([CH3:76])(=[O:75])=[O:74])=[N:51]2)[CH:47]=[CH:48][CH:49]=1. (4) Given the product [Br:1][C:2]1[CH:7]=[CH:6][C:5]([O:8][CH2:12][CH2:13][N:14]2[CH2:19][CH2:18][O:17][CH2:16][CH2:15]2)=[C:4]([F:9])[CH:3]=1, predict the reactants needed to synthesize it. The reactants are: [Br:1][C:2]1[CH:7]=[CH:6][C:5]([OH:8])=[C:4]([F:9])[CH:3]=1.Cl.Cl[CH2:12][CH2:13][N:14]1[CH2:19][CH2:18][O:17][CH2:16][CH2:15]1.C(=O)([O-])[O-].[K+].[K+].[I-].[K+]. (5) The reactants are: [CH3:1][C:2]1([CH3:12])[C:6](=[O:7])[C:5]2[CH:8]=[CH:9][CH:10]=[CH:11][C:4]=2[O:3]1.[BH4-].[Na+]. Given the product [CH3:1][C:2]1([CH3:12])[CH:6]([OH:7])[C:5]2[CH:8]=[CH:9][CH:10]=[CH:11][C:4]=2[O:3]1, predict the reactants needed to synthesize it. (6) Given the product [Si:14]([O:21][CH2:22][C@@H:23]1[C@@H:27]([C:28]2[CH:33]=[CH:32][CH:31]=[CH:30][CH:29]=2)[CH2:26][N:25]([C:6](=[O:11])[C:7]([F:8])([F:9])[F:10])[CH2:24]1)([C:17]([CH3:20])([CH3:19])[CH3:18])([CH3:16])[CH3:15], predict the reactants needed to synthesize it. The reactants are: [F:8][C:7]([F:10])([F:9])[C:6](O[C:6](=[O:11])[C:7]([F:10])([F:9])[F:8])=[O:11].[Si:14]([O:21][CH2:22][C@@H:23]1[C@@H:27]([C:28]2[CH:33]=[CH:32][CH:31]=[CH:30][CH:29]=2)[CH2:26][NH:25][CH2:24]1)([C:17]([CH3:20])([CH3:19])[CH3:18])([CH3:16])[CH3:15].C([C@H]1COC(=O)N1C(=O)/C=C/C1C=CC=CC=1)C1C=CC=CC=1.